From a dataset of Catalyst prediction with 721,799 reactions and 888 catalyst types from USPTO. Predict which catalyst facilitates the given reaction. (1) Reactant: C([O:8][C:9]1[CH:17]=[C:16]2[C:12]([C:13]([C:45](=[O:59])[N:46]([C:53]3[CH:58]=[CH:57][CH:56]=[CH:55][CH:54]=3)[C:47]3[CH:52]=[CH:51][CH:50]=[CH:49][CH:48]=3)=[CH:14][N:15]2[C:18]2[CH:44]=[CH:43][CH:42]=[CH:41][C:19]=2[C:20]([N:22]2[C@H:31]([CH2:32][NH:33]C(=O)OC(C)(C)C)[CH2:30][C:29]3[C:24](=[CH:25][CH:26]=[CH:27][CH:28]=3)[CH2:23]2)=[O:21])=[CH:11][CH:10]=1)C1C=CC=CC=1.B(Cl)(Cl)Cl.CO.C(N(CC)CC)C. Product: [NH2:33][CH2:32][C@@H:31]1[CH2:30][C:29]2[C:24](=[CH:25][CH:26]=[CH:27][CH:28]=2)[CH2:23][N:22]1[C:20]([C:19]1[CH:41]=[CH:42][CH:43]=[CH:44][C:18]=1[N:15]1[C:16]2[C:12](=[CH:11][CH:10]=[C:9]([OH:8])[CH:17]=2)[C:13]([C:45]([N:46]([C:47]2[CH:48]=[CH:49][CH:50]=[CH:51][CH:52]=2)[C:53]2[CH:54]=[CH:55][CH:56]=[CH:57][CH:58]=2)=[O:59])=[CH:14]1)=[O:21]. The catalyst class is: 4. (2) Reactant: Cl[C:2]1[N:10]=[C:9]2[C:5]([N:6]=[CH:7][NH:8]2)=[C:4]([N:11]2[CH2:16][CH2:15][O:14][CH2:13][CH2:12]2)[N:3]=1.[CH3:17][C@H:18]1[O:23][C@@H:22]([CH3:24])[CH2:21][NH:20][CH2:19]1.CCN(C(C)C)C(C)C.O. Product: [CH3:24][C@@H:22]1[O:23][C@H:18]([CH3:17])[CH2:19][N:20]([C:2]2[N:10]=[C:9]3[C:5]([N:6]=[CH:7][NH:8]3)=[C:4]([N:11]3[CH2:16][CH2:15][O:14][CH2:13][CH2:12]3)[N:3]=2)[CH2:21]1. The catalyst class is: 44. (3) Reactant: C(O[C:4](=[O:19])[CH2:5][C:6]([CH:8]1[CH2:11][N:10]([C:12]([O:14][C:15]([CH3:18])([CH3:17])[CH3:16])=[O:13])[CH2:9]1)=O)C.Cl.[CH:21]1([C:26]([NH2:28])=[NH:27])[CH2:25][CH2:24][CH2:23][CH2:22]1.C[O-].[Na+]. Product: [CH:21]1([C:26]2[N:28]=[C:6]([CH:8]3[CH2:9][N:10]([C:12]([O:14][C:15]([CH3:16])([CH3:17])[CH3:18])=[O:13])[CH2:11]3)[CH:5]=[C:4]([OH:19])[N:27]=2)[CH2:25][CH2:24][CH2:23][CH2:22]1. The catalyst class is: 100. (4) Reactant: [N+:1]([C:4]1[CH:12]=[CH:11][C:7]([CH:8]=[N:9][OH:10])=[CH:6][CH:5]=1)([O-:3])=[O:2].[CH:13]12CC(C=C1)C=[CH:14]2.[O-]Cl.[Na+]. Product: [N+:1]([C:4]1[CH:5]=[CH:6][C:7]([C:8]2[CH:14]=[CH:13][O:10][N:9]=2)=[CH:11][CH:12]=1)([O-:3])=[O:2]. The catalyst class is: 1. (5) Product: [Cl:16][C:17]1[CH:18]=[C:19]([CH:20]=[CH:21][CH:22]=1)[NH:23][C:24]1[N:26]=[C:7]([C:9]2[NH:13][C:12]([CH3:14])=[N:11][CH:10]=2)[CH:6]=[CH:5][N:25]=1. Reactant: [H-].[Na+].CN(C)[CH:5]=[CH:6][C:7]([C:9]1[NH:13][C:12]([CH3:14])=[N:11][CH:10]=1)=O.[Cl:16][C:17]1[CH:18]=[C:19]([NH:23][C:24]([NH2:26])=[NH:25])[CH:20]=[CH:21][CH:22]=1. The catalyst class is: 51. (6) Reactant: C([O:8][C@@H:9]1[C@@H:17]([C@@H:18]([OH:23])[C:19]([F:22])([F:21])[F:20])[O:16][C@H:15]2[C@H:11]([N:12]=[C:13]([N:24](C)[C:25](=O)OC(C)(C)C)[S:14]2)[CH2:10]1)C1C=CC=CC=1.B(Cl)(Cl)Cl. Product: [CH3:25][NH:24][C:13]1[S:14][C@H:15]2[O:16][C@H:17]([C@@H:18]([OH:23])[C:19]([F:22])([F:20])[F:21])[C@@H:9]([OH:8])[CH2:10][C@H:11]2[N:12]=1. The catalyst class is: 2. (7) Product: [C:38]([O:37][C:35](=[O:36])[C@@H:34]([NH:42][C:43](=[O:62])[NH:44][C@@H:45]([CH2:53][CH2:54][C:55]([O:57][C:58]([CH3:61])([CH3:60])[CH3:59])=[O:56])[C:46]([O:48][C:49]([CH3:50])([CH3:51])[CH3:52])=[O:47])[CH2:33][CH2:32][CH2:31][CH2:30][NH:29][C:27](=[O:28])[CH2:26][CH2:25][CH2:24][CH2:23][CH2:22][CH2:21][CH2:20][CH2:19][CH2:18][CH2:17][N:14]1[CH2:15][CH2:16][NH:11][CH2:12][CH2:13]1)([CH3:39])([CH3:40])[CH3:41]. Reactant: C(OC([N:11]1[CH2:16][CH2:15][N:14]([CH2:17][CH2:18][CH2:19][CH2:20][CH2:21][CH2:22][CH2:23][CH2:24][CH2:25][CH2:26][C:27]([NH:29][CH2:30][CH2:31][CH2:32][CH2:33][C@H:34]([NH:42][C:43](=[O:62])[NH:44][C@@H:45]([CH2:53][CH2:54][C:55]([O:57][C:58]([CH3:61])([CH3:60])[CH3:59])=[O:56])[C:46]([O:48][C:49]([CH3:52])([CH3:51])[CH3:50])=[O:47])[C:35]([O:37][C:38]([CH3:41])([CH3:40])[CH3:39])=[O:36])=[O:28])[CH2:13][CH2:12]1)=O)C1C=CC=CC=1.C([O-])=O.[NH4+]. The catalyst class is: 29.